Task: Predict the product of the given reaction.. Dataset: Forward reaction prediction with 1.9M reactions from USPTO patents (1976-2016) (1) The product is: [O:31]=[C:27]1[CH:26]=[C:25]([NH:24][C:42](=[O:43])[CH2:41][C:37]2[CH:38]=[CH:39][CH:40]=[C:35]([O:34][C:33]([F:45])([F:32])[F:46])[CH:36]=2)[CH:30]=[CH:29][NH:28]1. Given the reactants C(P1(=O)OP(CCC)(=O)OP(CCC)(=O)O1)CC.CN(C=O)C.[NH2:24][C:25]1[CH:30]=[CH:29][NH:28][C:27](=[O:31])[CH:26]=1.[F:32][C:33]([F:46])([F:45])[O:34][C:35]1[CH:36]=[C:37]([CH2:41][C:42](O)=[O:43])[CH:38]=[CH:39][CH:40]=1, predict the reaction product. (2) The product is: [CH3:18][N:5]([CH3:6])[CH2:4][CH2:3][NH:2][S:7]([C:10]1[CH:16]=[CH:15][C:13]([CH3:14])=[CH:12][CH:11]=1)(=[O:9])=[O:8]. Given the reactants C[NH:2][CH2:3][CH2:4][NH:5][CH3:6].[S:7](Cl)([C:10]1[CH:16]=[CH:15][C:13]([CH3:14])=[CH:12][CH:11]=1)(=[O:9])=[O:8].[CH2:18]1COCC1, predict the reaction product. (3) Given the reactants [F:1][C:2]1[CH:7]=[CH:6][C:5]([C:8]2[CH:17]=[CH:16][N:15]=[C:14]3[C:9]=2[CH:10]=[CH:11][C:12]([C:18]([F:21])([F:20])[F:19])=[N:13]3)=[CH:4][C:3]=1[O:22]C.B(Br)(Br)Br.CO.C(=O)([O-])O.[Na+], predict the reaction product. The product is: [F:1][C:2]1[CH:7]=[CH:6][C:5]([C:8]2[C:9]3[C:14](=[N:13][C:12]([C:18]([F:19])([F:20])[F:21])=[CH:11][CH:10]=3)[N:15]=[CH:16][CH:17]=2)=[CH:4][C:3]=1[OH:22].